From a dataset of Peptide-MHC class I binding affinity with 185,985 pairs from IEDB/IMGT. Regression. Given a peptide amino acid sequence and an MHC pseudo amino acid sequence, predict their binding affinity value. This is MHC class I binding data. (1) The binding affinity (normalized) is 0.797. The peptide sequence is FSTSAYLISI. The MHC is HLA-A02:01 with pseudo-sequence HLA-A02:01. (2) The peptide sequence is NQATTKTTF. The MHC is HLA-A31:01 with pseudo-sequence HLA-A31:01. The binding affinity (normalized) is 0.0847. (3) The MHC is Mamu-A02 with pseudo-sequence Mamu-A02. The binding affinity (normalized) is 0.340. The peptide sequence is YSLVFVILM. (4) The peptide sequence is WESGAVLCV. The MHC is HLA-B27:05 with pseudo-sequence HLA-B27:05. The binding affinity (normalized) is 0.0847. (5) The peptide sequence is PSSVAARGY. The MHC is HLA-A30:02 with pseudo-sequence HLA-A30:02. The binding affinity (normalized) is 0.253. (6) The peptide sequence is APVESMALF. The MHC is HLA-A80:01 with pseudo-sequence HLA-A80:01. The binding affinity (normalized) is 0.0847. (7) The peptide sequence is IFRKKRLTI. The MHC is HLA-A30:01 with pseudo-sequence HLA-A30:01. The binding affinity (normalized) is 0.408. (8) The peptide sequence is FARERRLAL. The MHC is BoLA-AW10 with pseudo-sequence BoLA-AW10. The binding affinity (normalized) is 0.0641. (9) The peptide sequence is AFHTPAFDK. The MHC is HLA-A31:01 with pseudo-sequence HLA-A31:01. The binding affinity (normalized) is 0.202. (10) The peptide sequence is FVKKFGLCNY. The MHC is HLA-A31:01 with pseudo-sequence HLA-A31:01. The binding affinity (normalized) is 0.131.